Dataset: Catalyst prediction with 721,799 reactions and 888 catalyst types from USPTO. Task: Predict which catalyst facilitates the given reaction. (1) Reactant: [C:1]([O:5][C:6](=[O:32])[NH:7][C:8]1[S:9][C:10]2[CH:16]=[C:15]([CH2:17][C:18]3[CH:23]=[CH:22][C:21]([NH2:24])=[CH:20][CH:19]=3)[CH:14]=[C:13]([C:25]3[CH:30]=[CH:29][CH:28]=[C:27]([Cl:31])[CH:26]=3)[C:11]=2[N:12]=1)([CH3:4])([CH3:3])[CH3:2].[CH3:33][S:34](Cl)(=[O:36])=[O:35].O. Product: [C:1]([O:5][C:6](=[O:32])[NH:7][C:8]1[S:9][C:10]2[CH:16]=[C:15]([CH2:17][C:18]3[CH:23]=[CH:22][C:21]([NH:24][S:34]([CH3:33])(=[O:36])=[O:35])=[CH:20][CH:19]=3)[CH:14]=[C:13]([C:25]3[CH:30]=[CH:29][CH:28]=[C:27]([Cl:31])[CH:26]=3)[C:11]=2[N:12]=1)([CH3:4])([CH3:2])[CH3:3]. The catalyst class is: 17. (2) Product: [F:1][C:2]1[CH:3]=[C:4]([C:8]2[C:17]3[C:12](=[CH:13][CH:14]=[C:15]([O:18][S:42]([C:45]([F:48])([F:47])[F:46])(=[O:44])=[O:43])[CH:16]=3)[C:11](=[O:19])[N:10]([CH2:20][CH:21]([CH3:22])[CH3:23])[C:9]=2[CH2:24][NH:25][C:26](=[O:32])[O:27][C:28]([CH3:30])([CH3:29])[CH3:31])[CH:5]=[CH:6][CH:7]=1. The catalyst class is: 9. Reactant: [F:1][C:2]1[CH:3]=[C:4]([C:8]2[C:17]3[C:12](=[CH:13][CH:14]=[C:15]([OH:18])[CH:16]=3)[C:11](=[O:19])[N:10]([CH2:20][CH:21]([CH3:23])[CH3:22])[C:9]=2[CH2:24][NH:25][C:26](=[O:32])[O:27][C:28]([CH3:31])([CH3:30])[CH3:29])[CH:5]=[CH:6][CH:7]=1.[H-].[Na+].C1C=CC(N([S:42]([C:45]([F:48])([F:47])[F:46])(=[O:44])=[O:43])[S:42]([C:45]([F:48])([F:47])[F:46])(=[O:44])=[O:43])=CC=1.O.